Dataset: Catalyst prediction with 721,799 reactions and 888 catalyst types from USPTO. Task: Predict which catalyst facilitates the given reaction. (1) Reactant: Br[CH2:2][C:3]#[N:4].[C:5]([O:9][C:10]([N:12]1[CH2:17][CH2:16][CH:15]([CH2:18][CH2:19][S:20]([C:23]2[CH:28]=[CH:27][C:26]([OH:29])=[CH:25][CH:24]=2)(=[O:22])=[O:21])[CH2:14][CH2:13]1)=[O:11])([CH3:8])([CH3:7])[CH3:6].C(=O)([O-])[O-].[K+].[K+]. Product: [C:3]([CH2:2][O:29][C:26]1[CH:25]=[CH:24][C:23]([S:20]([CH2:19][CH2:18][CH:15]2[CH2:14][CH2:13][N:12]([C:10]([O:9][C:5]([CH3:8])([CH3:7])[CH3:6])=[O:11])[CH2:17][CH2:16]2)(=[O:21])=[O:22])=[CH:28][CH:27]=1)#[N:4]. The catalyst class is: 21. (2) Reactant: [CH3:1][N:2]1[C@@H:18]2[CH2:19][C:7]3[CH:8]=[CH:9][C:10]([O:21][CH3:22])=[C:11]4[O:12][C@H:13]5[C@@H:14]([OH:20])[CH:15]=[CH:16][C@@H:17]2[C@:5]5([C:6]=34)[CH2:4][CH2:3]1.O.OP(O)(O)=O. Product: [CH3:1][N:2]1[C@@H:18]2[CH2:19][C:7]3[CH:8]=[CH:9][C:10]([O:21][CH3:22])=[C:11]4[O:12][C@H:13]5[C@@H:14]([OH:20])[CH:15]=[CH:16][C@@H:17]2[C@:5]5([C:6]=34)[CH2:4][CH2:3]1. The catalyst class is: 6. (3) Reactant: [CH3:1][N:2]([CH3:11])[C:3]1[CH:10]=[CH:9][C:6]([C:7]#[N:8])=[CH:5][CH:4]=1.N1C=CC=CC=1.[Br:18]Br. Product: [Br:18][C:4]1[CH:5]=[C:6]([CH:9]=[CH:10][C:3]=1[N:2]([CH3:11])[CH3:1])[C:7]#[N:8]. The catalyst class is: 452. (4) Reactant: [CH3:1][C:2]1[CH:7]=[C:6]([CH3:8])[NH:5][C:4](=[O:9])[C:3]=1[CH2:10][NH:11][C:12]([C:14]1[C:15]([CH3:34])=[C:16]([CH:19]([OH:33])[CH:20]2[CH2:25][CH2:24][N:23](C(OC(C)(C)C)=O)[CH2:22][CH2:21]2)[S:17][CH:18]=1)=[O:13].Cl.O1CCOCC1. Product: [CH3:1][C:2]1[CH:7]=[C:6]([CH3:8])[NH:5][C:4](=[O:9])[C:3]=1[CH2:10][NH:11][C:12]([C:14]1[C:15]([CH3:34])=[C:16]([CH:19]([OH:33])[CH:20]2[CH2:25][CH2:24][NH:23][CH2:22][CH2:21]2)[S:17][CH:18]=1)=[O:13]. The catalyst class is: 5. (5) Reactant: [CH3:1][C@H:2]1[CH2:7][NH:6][CH2:5][C@@H:4]([CH3:8])[NH:3]1.Br[CH2:10][C:11]#[CH:12].N. Product: [CH3:8][C@H:4]1[NH:3][C@@H:2]([CH3:1])[CH2:7][N:6]([CH2:12][C:11]#[CH:10])[CH2:5]1. The catalyst class is: 512.